From a dataset of Catalyst prediction with 721,799 reactions and 888 catalyst types from USPTO. Predict which catalyst facilitates the given reaction. Reactant: [CH2:1]([O:4][C:5]([CH3:9])([CH3:8])[CH2:6][OH:7])[CH:2]=[CH2:3].ClC1C=CC=C(C(OO)=[O:18])C=1.C(=O)([O-])O.[Na+].S([O-])([O-])(=O)=S.[Na+].[Na+]. Product: [CH3:8][C:5]([O:4][CH2:1][CH:2]1[CH2:3][O:18]1)([CH3:9])[CH2:6][OH:7]. The catalyst class is: 4.